From a dataset of Full USPTO retrosynthesis dataset with 1.9M reactions from patents (1976-2016). Predict the reactants needed to synthesize the given product. (1) Given the product [CH3:1][C:2]([CH2:8][CH2:9][CH2:10][CH3:11])=[CH:3][CH2:4][C:5]([O:7][CH2:12][CH3:13])=[O:6], predict the reactants needed to synthesize it. The reactants are: [CH3:1][C:2]([CH2:8][CH2:9][CH2:10][CH3:11])=[CH:3][CH2:4][C:5]([OH:7])=[O:6].[CH:12]1(N=C=NC2CCCCC2)CCCC[CH2:13]1.C(O)C. (2) The reactants are: [N+:1]([C:4]1[CH:22]=[CH:21][CH:20]=[CH:19][C:5]=1[NH:6][CH:7]=[C:8]([C:14]([O:16][CH2:17][CH3:18])=[O:15])[C:9]([O:11]CC)=O)([O-:3])=[O:2].C1(OC2C=CC=CC=2)C=CC=CC=1. Given the product [CH2:17]([O:16][C:14]([CH:8]1[C:9](=[O:11])[C:19]2[C:5](=[C:4]([N+:1]([O-:3])=[O:2])[CH:22]=[CH:21][CH:20]=2)[N:6]=[CH:7]1)=[O:15])[CH3:18], predict the reactants needed to synthesize it. (3) Given the product [Cl:1][C:2]1[CH:15]=[C:14]([C:16]([F:18])([F:17])[F:19])[CH:13]=[CH:12][C:3]=1[O:4][CH2:5][C:6]1([CH2:10][O:11][C:21]2[CH:26]=[CH:25][C:24]([CH:27]([C:33]#[C:34][CH3:35])[CH2:28][C:29]([OH:31])=[O:30])=[CH:23][CH:22]=2)[CH2:7][O:8][CH2:9]1, predict the reactants needed to synthesize it. The reactants are: [Cl:1][C:2]1[CH:15]=[C:14]([C:16]([F:19])([F:18])[F:17])[CH:13]=[CH:12][C:3]=1[O:4][CH2:5][C:6]1([CH2:10][OH:11])[CH2:9][O:8][CH2:7]1.O[C:21]1[CH:26]=[CH:25][C:24]([CH:27]([C:33]#[C:34][CH3:35])[CH2:28][C:29]([O:31]C)=[O:30])=[CH:23][CH:22]=1. (4) The reactants are: [NH2:1][C:2]1[S:3][C:4]([C:13]([OH:15])=O)=[C:5]([C:7]2[CH:12]=[CH:11][CH:10]=[CH:9][CH:8]=2)[N:6]=1.Cl.Cl.[C:18]([C:20]1[CH:21]=[C:22]([N:26]2[CH2:31][CH2:30][NH:29][CH2:28][CH2:27]2)[CH:23]=[CH:24][CH:25]=1)#[N:19].Cl.CN(C)CCCN=C=NCC.O.ON1C2C=CC=CC=2N=N1. Given the product [NH2:1][C:2]1[S:3][C:4]([C:13]([N:29]2[CH2:28][CH2:27][N:26]([C:22]3[CH:21]=[C:20]([CH:25]=[CH:24][CH:23]=3)[C:18]#[N:19])[CH2:31][CH2:30]2)=[O:15])=[C:5]([C:7]2[CH:8]=[CH:9][CH:10]=[CH:11][CH:12]=2)[N:6]=1, predict the reactants needed to synthesize it. (5) The reactants are: [O-:1][CH2:2][CH3:3].[Na+].[CH2:5]([OH:7])[CH3:6].[F:8][CH:9]([F:15])[C:10](OCC)=[O:11]. Given the product [F:8][CH:9]([F:15])[C:10](=[O:11])[CH2:3][C:2]([O:7][CH2:5][CH3:6])=[O:1], predict the reactants needed to synthesize it.